From a dataset of Forward reaction prediction with 1.9M reactions from USPTO patents (1976-2016). Predict the product of the given reaction. (1) Given the reactants [C:1]1([CH:7]([C:20]2[CH:25]=[CH:24][CH:23]=[CH:22][CH:21]=2)[CH2:8][CH2:9][NH:10][C:11](=[O:19])[C:12]2[CH:17]=[CH:16][C:15](F)=[N:14][CH:13]=2)[CH:6]=[CH:5][CH:4]=[CH:3][CH:2]=1.[CH3:26][N:27]([CH3:33])[C@H:28]1[CH2:32][CH2:31][NH:30][CH2:29]1, predict the reaction product. The product is: [CH3:26][N:27]([CH3:33])[C@H:28]1[CH2:32][CH2:31][N:30]([C:15]2[CH:16]=[CH:17][C:12]([C:11]([NH:10][CH2:9][CH2:8][CH:7]([C:20]3[CH:25]=[CH:24][CH:23]=[CH:22][CH:21]=3)[C:1]3[CH:6]=[CH:5][CH:4]=[CH:3][CH:2]=3)=[O:19])=[CH:13][N:14]=2)[CH2:29]1. (2) Given the reactants [CH3:1][O:2][C:3]1[CH:8]=[CH:7][CH:6]=[CH:5][C:4]=1[N:9]1[CH2:14][CH2:13][C:12]([C:18]2[CH:23]=[CH:22][CH:21]=[C:20]([O:24][CH3:25])[CH:19]=2)([C:15]([OH:17])=O)[CH2:11][CH2:10]1.C(Cl)(=O)C(Cl)=O.[CH2:32]1[CH2:37][CH2:36][CH2:35][CH2:34][CH2:33]1.C(OCC)C.[Cl-].[NH4+], predict the reaction product. The product is: [CH3:1][O:2][C:3]1[CH:8]=[CH:7][CH:6]=[CH:5][C:4]=1[N:9]1[CH2:10][CH2:11][C:12]([C:15]([C:32]2[CH:37]=[CH:36][CH:35]=[CH:34][CH:33]=2)=[O:17])([C:18]2[CH:23]=[CH:22][CH:21]=[C:20]([O:24][CH3:25])[CH:19]=2)[CH2:13][CH2:14]1. (3) Given the reactants [NH:1]([C:3]1[N:4]=[N:5][C:6]([I:9])=[CH:7][CH:8]=1)[NH2:2].CO.[CH2:12]([O:14][C:15](=[O:18])[CH:16]=O)[CH3:13].C(O)(=O)C.C(O)(=O)C.IC1C=CC=CC=1, predict the reaction product. The product is: [I:9][C:6]1[CH:7]=[CH:8][C:3]2[N:4]([C:16]([C:15]([O:14][CH2:12][CH3:13])=[O:18])=[N:2][N:1]=2)[N:5]=1. (4) The product is: [Br:1][C:2]1[CH:3]=[C:4]([CH3:28])[C:5]([N:9]2[C:13]3=[N:14][C:15]([CH3:26])=[CH:16][C:17]([N:29]4[CH2:30][CH:31]=[C:32]([CH2:35][CH2:36][OH:37])[CH2:33][CH2:34]4)=[C:12]3[C:11]([CH3:27])=[CH:10]2)=[C:6]([CH3:8])[CH:7]=1. Given the reactants [Br:1][C:2]1[CH:7]=[C:6]([CH3:8])[C:5]([N:9]2[C:13]3=[N:14][C:15]([CH3:26])=[CH:16][C:17](OS(C(F)(F)F)(=O)=O)=[C:12]3[C:11]([CH3:27])=[CH:10]2)=[C:4]([CH3:28])[CH:3]=1.[NH:29]1[CH2:34][CH:33]=[C:32]([CH2:35][CH2:36][OH:37])[CH2:31][CH2:30]1.C(N(CC)C(C)C)(C)C.C(OCC)(=O)C, predict the reaction product. (5) Given the reactants [O:1]=[C:2]1[C:7]([CH2:8][C:9]2[CH:14]=[CH:13][C:12]([C:15]3[C:16]([C:21]#[N:22])=[CH:17][CH:18]=[CH:19][CH:20]=3)=[CH:11][CH:10]=2)=[C:6]([CH2:23][CH2:24][CH3:25])[N:5]2[N:26]=[CH:27][N:28]=[C:4]2[NH:3]1.[CH3:29][CH:30]([O:32][C:33]1[CH:38]=[CH:37][C:36](B(O)O)=[CH:35][CH:34]=1)[CH3:31].C(N(CC)CC)C.N1C=CC=CC=1, predict the reaction product. The product is: [CH3:29][CH:30]([O:32][C:33]1[CH:38]=[CH:37][C:36]([N:3]2[C:2](=[O:1])[C:7]([CH2:8][C:9]3[CH:10]=[CH:11][C:12]([C:15]4[C:16]([C:21]#[N:22])=[CH:17][CH:18]=[CH:19][CH:20]=4)=[CH:13][CH:14]=3)=[C:6]([CH2:23][CH2:24][CH3:25])[N:5]3[N:26]=[CH:27][N:28]=[C:4]23)=[CH:35][CH:34]=1)[CH3:31]. (6) The product is: [CH:16]1([CH2:15][CH2:14][CH2:13][C@@H:12]([C:22]2[O:23][C:24]([CH3:34])=[C:25]([C:27]([NH:29][CH2:30][C:31]([OH:33])=[O:32])=[O:28])[N:26]=2)[CH2:11][C:10]([NH:9][OH:8])=[O:35])[CH2:21][CH2:20][CH2:19][CH2:18][CH2:17]1. Given the reactants C([O:8][NH:9][C:10](=[O:35])[CH2:11][C@H:12]([C:22]1[O:23][C:24]([CH3:34])=[C:25]([C:27]([NH:29][CH2:30][C:31]([OH:33])=[O:32])=[O:28])[N:26]=1)[CH2:13][CH2:14][CH2:15][CH:16]1[CH2:21][CH2:20][CH2:19][CH2:18][CH2:17]1)C1C=CC=CC=1.C([O-])=O.[NH4+], predict the reaction product. (7) Given the reactants [CH2:1]([O:3][C:4](=[O:16])[C:5]1[CH:10]=[CH:9][C:8]([S:11]([CH3:14])(=[O:13])=[O:12])=[CH:7][C:6]=1[OH:15])[CH3:2].C([O-])([O-])=O.[K+].[K+].Cl[CH2:24][C:25]#[N:26], predict the reaction product. The product is: [CH2:1]([O:3][C:4](=[O:16])[C:5]1[CH:10]=[CH:9][C:8]([S:11]([CH3:14])(=[O:12])=[O:13])=[CH:7][C:6]=1[O:15][CH2:24][C:25]#[N:26])[CH3:2]. (8) Given the reactants [Cl:1][C:2]1[CH:7]=[C:6]([C:8](O)=[O:9])[C:5]([C:11]([F:14])([F:13])[F:12])=[CH:4][N:3]=1.B.C1COCC1, predict the reaction product. The product is: [Cl:1][C:2]1[CH:7]=[C:6]([CH2:8][OH:9])[C:5]([C:11]([F:12])([F:13])[F:14])=[CH:4][N:3]=1.